Predict the reactants needed to synthesize the given product. From a dataset of Full USPTO retrosynthesis dataset with 1.9M reactions from patents (1976-2016). (1) Given the product [C:15]([O:14][C:12](=[O:13])[NH:19][CH2:20][CH2:21][N:3]1[C:2]([I:1])=[C:6]([I:7])[N:5]=[C:4]1[CH2:8][CH3:9])([CH3:18])([CH3:17])[CH3:16], predict the reactants needed to synthesize it. The reactants are: [I:1][C:2]1[N:3]=[C:4]([CH2:8][CH3:9])[NH:5][C:6]=1[I:7].[H-].[Na+].[C:12]([NH:19][CH2:20][CH2:21]Br)([O:14][C:15]([CH3:18])([CH3:17])[CH3:16])=[O:13].O. (2) Given the product [CH3:31][S:32]([NH:1][C@@H:2]([CH2:18][CH2:19][CH2:20][CH3:21])[C:3]([N:5]([CH2:6][C:7]1[S:8][CH:9]=[CH:10][CH:11]=1)[CH2:12][C:13]1[S:14][CH:15]=[CH:16][CH:17]=1)=[O:4])(=[O:34])=[O:33], predict the reactants needed to synthesize it. The reactants are: [NH2:1][C@@H:2]([CH2:18][CH2:19][CH2:20][CH3:21])[C:3]([N:5]([CH2:12][C:13]1[S:14][CH:15]=[CH:16][CH:17]=1)[CH2:6][C:7]1[S:8][CH:9]=[CH:10][CH:11]=1)=[O:4].C(N(CC)C(C)C)(C)C.[CH3:31][S:32](Cl)(=[O:34])=[O:33]. (3) Given the product [Cl:1][C:2]1[CH:7]=[CH:6][C:5]([C:8]2([CH2:14][CH2:15][C:16]#[N:17])[CH2:13][CH2:12][N:11]([C:19]3[C:20]4[N:21]([N:25]=[C:26]([NH:28][C:29]5[CH:45]=[CH:44][C:32]([C:33]([N:35]([CH3:43])[CH:36]6[CH2:37][CH2:38][N:39]([CH3:42])[CH2:40][CH2:41]6)=[O:34])=[CH:31][CH:30]=5)[N:27]=4)[CH:22]=[CH:23][CH:24]=3)[CH2:10][CH2:9]2)=[CH:4][CH:3]=1, predict the reactants needed to synthesize it. The reactants are: [Cl:1][C:2]1[CH:7]=[CH:6][C:5]([C:8]2([CH2:14][CH2:15][C:16]#[N:17])[CH2:13][CH2:12][NH:11][CH2:10][CH2:9]2)=[CH:4][CH:3]=1.Br[C:19]1[C:20]2[N:21]([N:25]=[C:26]([NH:28][C:29]3[CH:45]=[CH:44][C:32]([C:33]([N:35]([CH3:43])[CH:36]4[CH2:41][CH2:40][N:39]([CH3:42])[CH2:38][CH2:37]4)=[O:34])=[CH:31][CH:30]=3)[N:27]=2)[CH:22]=[CH:23][CH:24]=1.O1CCOCC1.C([O-])([O-])=O.[Cs+].[Cs+].CC1(C)C2C(=C(P(C3C=CC=CC=3)C3C=CC=CC=3)C=CC=2)OC2C(P(C3C=CC=CC=3)C3C=CC=CC=3)=CC=CC1=2. (4) Given the product [CH2:1]([N:3]([CH2:27][CH3:28])[CH2:4][CH2:5][CH2:6][O:7][C:8]1[N:13]=[CH:12][C:11]([NH:14][C:15]([C:17]2[C:25]3[C:24]4[N:30]=[CH:31][CH:32]=[CH:33][C:23]=4[CH2:22][CH2:21][C:20]=3[NH:19][N:18]=2)=[O:16])=[CH:10][CH:9]=1)[CH3:2], predict the reactants needed to synthesize it. The reactants are: [CH2:1]([N:3]([CH2:27][CH3:28])[CH2:4][CH2:5][CH2:6][O:7][C:8]1[N:13]=[CH:12][C:11]([NH:14][C:15]([C:17]2[C:25]3[C:24](=O)[CH2:23][CH2:22][CH2:21][C:20]=3[NH:19][N:18]=2)=[O:16])=[CH:10][CH:9]=1)[CH3:2].C[N:30](C)[CH:31]=[CH:32][CH:33]=O.C([O-])(=O)C.[NH4+].[OH-].[Na+]. (5) Given the product [CH3:13][N:14]([CH:16]=[C:5]1[C:6](=[O:8])[CH2:7][C:2]([CH3:10])([CH3:1])[CH2:3][C:4]1=[O:9])[CH3:15], predict the reactants needed to synthesize it. The reactants are: [CH3:1][C:2]1([CH3:10])[CH2:7][C:6](=[O:8])[CH2:5][C:4](=[O:9])[CH2:3]1.CO[CH:13](OC)[N:14]([CH3:16])[CH3:15]. (6) Given the product [ClH:34].[NH2:7][CH2:8][C@@H:9]1[CH2:11][C@H:10]1[C:12]1[CH:13]=[C:14]([NH:18][CH2:19][C:20]2[CH:25]=[CH:24][CH:23]=[CH:22][CH:21]=2)[CH:15]=[CH:16][CH:17]=1, predict the reactants needed to synthesize it. The reactants are: C(OC(=O)[NH:7][CH2:8][C@@H:9]1[CH2:11][C@H:10]1[C:12]1[CH:17]=[CH:16][CH:15]=[C:14]([NH:18][CH2:19][C:20]2[CH:25]=[CH:24][CH:23]=[CH:22][CH:21]=2)[CH:13]=1)(C)(C)C.C(O)(C(F)(F)F)=O.[ClH:34].CCOCC.